This data is from Reaction yield outcomes from USPTO patents with 853,638 reactions. The task is: Predict the reaction yield, written as a fraction of the theoretical maximum amount of product (1.0 means a 100% yield; for example, 0.34 means a 34% yield). (1) The reactants are [CH3:1][N:2]1[CH2:7][CH2:6][NH:5][CH2:4][CH2:3]1.Br[CH2:9][CH2:10][Cl:11]. The catalyst is CCOCC. The product is [Cl:11][CH2:10][CH2:9][N:5]1[CH2:6][CH2:7][N:2]([CH3:1])[CH2:3][CH2:4]1. The yield is 0.300. (2) No catalyst specified. The yield is 0.413. The product is [O:46]1[C:50]2[CH:51]=[CH:52][C:53](/[CH:55]=[CH:56]/[C:57]([N:40]3[CH2:39][C@H:38]([CH2:41][CH:42]([CH3:44])[CH3:43])[NH:37][C:36](=[O:45])[C@@H:35]3[CH2:31][CH:32]([CH3:34])[CH3:33])=[O:58])=[CH:54][C:49]=2[O:48][CH2:47]1. The reactants are C([C@@H]1N(C(=O)C2C=CC(OC3C=CC=CC=3)=CC=2)C[C@H](CC(C)C)NC1=O)C(C)C.[CH2:31]([C@@H:35]1[NH:40][CH2:39][C@H:38]([CH2:41][CH:42]([CH3:44])[CH3:43])[NH:37][C:36]1=[O:45])[CH:32]([CH3:34])[CH3:33].[O:46]1[C:50]2[CH:51]=[CH:52][C:53](/[CH:55]=[CH:56]/[C:57](O)=[O:58])=[CH:54][C:49]=2[O:48][CH2:47]1. (3) The reactants are [F:1][C:2]1[CH:3]=[N:4][CH:5]=[CH:6][C:7]=1[C:8]1[CH:9]=[C:10]([NH:29]C(=O)C)[CH:11]=[C:12]([N:14]2[C:18]3[CH:19]=[CH:20][C:21]([C:23]4[CH:24]=[N:25][N:26]([CH3:28])[CH:27]=4)=[CH:22][C:17]=3[N:16]=[CH:15]2)[CH:13]=1.[CH2:33]([S:35](Cl)(=[O:37])=[O:36])[CH3:34]. No catalyst specified. The product is [F:1][C:2]1[CH:3]=[N:4][CH:5]=[CH:6][C:7]=1[C:8]1[CH:9]=[C:10]([NH:29][S:35]([CH2:33][CH3:34])(=[O:37])=[O:36])[CH:11]=[C:12]([N:14]2[C:18]3[CH:19]=[CH:20][C:21]([C:23]4[CH:24]=[N:25][N:26]([CH3:28])[CH:27]=4)=[CH:22][C:17]=3[N:16]=[CH:15]2)[CH:13]=1. The yield is 0.151. (4) The reactants are [C:1]([C:5]1[CH:6]=[C:7]([NH2:20])[N:8]([C:10]2[CH:11]=[C:12]3[C:17](=[CH:18][CH:19]=2)[N:16]=[CH:15][CH:14]=[CH:13]3)[N:9]=1)([CH3:4])([CH3:3])[CH3:2].C[Si]([N-][Si](C)(C)C)(C)C.[Li+].Cl[C:32]([O:34][C:35]([CH3:37])=[CH2:36])=[O:33].Cl. The catalyst is C1COCC1. The product is [C:1]([C:5]1[CH:6]=[C:7]([NH:20][C:32](=[O:33])[O:34][C:35]([CH3:37])=[CH2:36])[N:8]([C:10]2[CH:11]=[C:12]3[C:17](=[CH:18][CH:19]=2)[N:16]=[CH:15][CH:14]=[CH:13]3)[N:9]=1)([CH3:4])([CH3:2])[CH3:3]. The yield is 0.380. (5) The reactants are [N:1]1([C:7]2[CH:12]=[CH:11][C:10]([NH:13][C:14](=[S:34])[NH:15][NH:16][C:17](=O)[C:18]3[CH:23]=[C:22]([Br:24])[C:21]([O:25][CH2:26][O:27][CH3:28])=[CH:20][C:19]=3[O:29][CH2:30][O:31][CH3:32])=[CH:9][CH:8]=2)[CH2:6][CH2:5][O:4][CH2:3][CH2:2]1.[OH-].[Na+]. No catalyst specified. The product is [Br:24][C:22]1[C:21]([O:25][CH2:26][O:27][CH3:28])=[CH:20][C:19]([O:29][CH2:30][O:31][CH3:32])=[C:18]([C:17]2[N:13]([C:10]3[CH:11]=[CH:12][C:7]([N:1]4[CH2:6][CH2:5][O:4][CH2:3][CH2:2]4)=[CH:8][CH:9]=3)[C:14](=[S:34])[NH:15][N:16]=2)[CH:23]=1. The yield is 0.356. (6) The reactants are [Br:1][C:2]1[CH:7]=[CH:6][N:5]=[C:4]([NH2:8])[CH:3]=1.Br[CH2:10][C:11]([C:13]1[CH:18]=[CH:17][C:16]([OH:19])=[CH:15][CH:14]=1)=O. No catalyst specified. The product is [Br:1][C:2]1[CH:7]=[CH:6][N:5]2[CH:10]=[C:11]([C:13]3[CH:18]=[CH:17][C:16]([OH:19])=[CH:15][CH:14]=3)[N:8]=[C:4]2[CH:3]=1. The yield is 0.800. (7) The reactants are [CH3:1][O:2][C:3]1[CH:4]=[C:5]([CH:15]=O)[C:6]2[C:11]([C:12]=1[O:13][CH3:14])=[CH:10][CH:9]=[CH:8][CH:7]=2.[CH2:17]([NH2:21])[CH2:18][CH2:19][CH3:20]. The catalyst is CCO.O=[Pt]=O. The product is [CH2:17]([NH:21][CH2:15][C:5]1[C:6]2[C:11](=[CH:10][CH:9]=[CH:8][CH:7]=2)[C:12]([O:13][CH3:14])=[C:3]([O:2][CH3:1])[CH:4]=1)[CH2:18][CH2:19][CH3:20]. The yield is 0.870. (8) The reactants are [NH2:1][C@@H:2]([C:5]([OH:7])=[O:6])[CH2:3][OH:4].C(=O)([O-])[O-].[K+].[K+].[CH2:14](Br)[C:15]1[CH:20]=[CH:19][CH:18]=[CH:17][CH:16]=1.O. The catalyst is C(#N)C. The product is [CH2:14]([N:1]([CH2:14][C:15]1[CH:20]=[CH:19][CH:18]=[CH:17][CH:16]=1)[C@H:2]([CH2:3][OH:4])[C:5]([O:7][CH2:14][C:15]1[CH:20]=[CH:19][CH:18]=[CH:17][CH:16]=1)=[O:6])[C:15]1[CH:20]=[CH:19][CH:18]=[CH:17][CH:16]=1. The yield is 0.880.